Dataset: Peptide-MHC class II binding affinity with 134,281 pairs from IEDB. Task: Regression. Given a peptide amino acid sequence and an MHC pseudo amino acid sequence, predict their binding affinity value. This is MHC class II binding data. (1) The peptide sequence is EKKYFMATQFEPLAA. The MHC is HLA-DPA10201-DPB11401 with pseudo-sequence HLA-DPA10201-DPB11401. The binding affinity (normalized) is 0.819. (2) The peptide sequence is EDHWASRENSGGGVE. The MHC is HLA-DQA10103-DQB10603 with pseudo-sequence HLA-DQA10103-DQB10603. The binding affinity (normalized) is 0.